From a dataset of Reaction yield outcomes from USPTO patents with 853,638 reactions. Predict the reaction yield, written as a fraction of the theoretical maximum amount of product (1.0 means a 100% yield; for example, 0.34 means a 34% yield). (1) The reactants are IC1C=CC=CC=1S([O-])(=O)=O.[Na+].OOS([O-])=O.[K+].S([O-])([O-])(=O)=O.[Na+].[Na+].[O:26]1[C:30]2([CH2:35][CH2:34][CH:33]([OH:36])[CH2:32][CH2:31]2)[O:29][CH2:28][CH2:27]1. The catalyst is C(OCC)(=O)C. The product is [O:26]1[C:30]2([CH2:31][CH2:32][C:33](=[O:36])[CH2:34][CH2:35]2)[O:29][CH2:28][CH2:27]1. The yield is 0.860. (2) The reactants are [F:1][C:2]([F:20])([F:19])[CH:3]([C:5]1[CH:10]=[CH:9][C:8]([O:11][CH2:12][CH2:13][CH2:14][C:15]([F:18])([F:17])[F:16])=[CH:7][CH:6]=1)[OH:4].CC(OI1(OC(C)=O)(OC(C)=O)OC(=O)C2C=CC=CC1=2)=O.C([O-])([O-])=O.[Na+].[Na+].CCOC(C)=O. The catalyst is C(Cl)Cl. The product is [F:1][C:2]([F:19])([F:20])[C:3]([C:5]1[CH:10]=[CH:9][C:8]([O:11][CH2:12][CH2:13][CH2:14][C:15]([F:18])([F:17])[F:16])=[CH:7][CH:6]=1)=[O:4]. The yield is 0.760. (3) The reactants are [NH2:1][C@:2]12[CH2:45][CH2:44][C@@H:43]([C:46]([CH3:48])=[CH2:47])[C@@H:3]1[C@@H:4]1[C@@:17]([CH3:20])([CH2:18][CH2:19]2)[C@@:16]2([CH3:21])[C@@H:7]([C@:8]3([CH3:42])[C@@H:13]([CH2:14][CH2:15]2)[C:12]([CH3:23])([CH3:22])[C:11]([C:24]2[CH2:29][CH2:28][C@@:27]([CH2:40][F:41])([C:30]([O:32][CH2:33][C:34]4[CH:39]=[CH:38][CH:37]=[CH:36][CH:35]=4)=[O:31])[CH2:26][CH:25]=2)=[CH:10][CH2:9]3)[CH2:6][CH2:5]1.[OH:49][C:50]1([CH2:54][CH:55]=O)[CH2:53][O:52][CH2:51]1.C(=O)(O)[O-].[Na+]. The catalyst is CO.C(O)(=O)C. The product is [F:41][CH2:40][C@@:27]1([C:30]([O:32][CH2:33][C:34]2[CH:35]=[CH:36][CH:37]=[CH:38][CH:39]=2)=[O:31])[CH2:28][CH2:29][C:24]([C:11]2[C:12]([CH3:22])([CH3:23])[C@H:13]3[C@:8]([CH3:42])([CH2:9][CH:10]=2)[C@@H:7]2[C@:16]([CH3:21])([C@@:17]4([CH3:20])[C@H:4]([CH2:5][CH2:6]2)[C@H:3]2[C@H:43]([C:46]([CH3:48])=[CH2:47])[CH2:44][CH2:45][C@:2]2([NH:1][CH2:55][CH2:54][C:50]2([OH:49])[CH2:53][O:52][CH2:51]2)[CH2:19][CH2:18]4)[CH2:15][CH2:14]3)=[CH:25][CH2:26]1. The yield is 0.560. (4) The reactants are [C:1]([C:3]1[C:8]([F:9])=[CH:7][C:6]([N:10]2[CH2:15][CH2:14][N:13]([C:16]([O:18][C:19]([CH3:22])([CH3:21])[CH3:20])=[O:17])[CH2:12][CH2:11]2)=[C:5]([F:23])[CH:4]=1)#N.[OH-:24].[Na+].Cl.[OH2:27]. The catalyst is C(O)C. The product is [C:19]([O:18][C:16]([N:13]1[CH2:14][CH2:15][N:10]([C:6]2[C:5]([F:23])=[CH:4][C:3]([C:1]([OH:27])=[O:24])=[C:8]([F:9])[CH:7]=2)[CH2:11][CH2:12]1)=[O:17])([CH3:22])([CH3:21])[CH3:20]. The yield is 0.990. (5) The reactants are [C:1]1([CH:7]2[C:16]3[C:11]4=[C:12]([CH:18]([C:21]5[CH:26]=[CH:25][CH:24]=[CH:23][CH:22]=5)[CH2:19][CH2:20][N:10]4[CH2:9][CH2:8]2)[CH:13]=[C:14]([NH2:17])[CH:15]=3)[CH:6]=[CH:5][CH:4]=[CH:3][CH:2]=1.[CH2:27]([N:29]=[C:30]=[O:31])[CH3:28]. The catalyst is ClCCl. The product is [C:21]1([CH:18]2[C:12]3[C:11]4=[C:16]([CH:7]([C:1]5[CH:2]=[CH:3][CH:4]=[CH:5][CH:6]=5)[CH2:8][CH2:9][N:10]4[CH2:20][CH2:19]2)[CH:15]=[C:14]([NH:17][C:30]([NH:29][CH2:27][CH3:28])=[O:31])[CH:13]=3)[CH:26]=[CH:25][CH:24]=[CH:23][CH:22]=1. The yield is 0.970. (6) The catalyst is C(O)C.C1(P([Pd-4](P(C2C=CC=CC=2)(C2C=CC=CC=2)C2C=CC=CC=2)(P(C2C=CC=CC=2)(C2C=CC=CC=2)C2C=CC=CC=2)P(C2C=CC=CC=2)(C2C=CC=CC=2)C2C=CC=CC=2)(C2C=CC=CC=2)C2C=CC=CC=2)C=CC=CC=1. The reactants are I[C:2]1[CH:7]=[C:6]([N+:8]([O-:10])=[O:9])[CH:5]=[C:4]([O:11][CH3:12])[CH:3]=1.[C:13]1(B(O)O)[CH:18]=[CH:17][CH:16]=[CH:15][CH:14]=1.C(=O)([O-])[O-].[K+].[K+].C1(C)C=CC=CC=1. The yield is 0.810. The product is [CH3:12][O:11][C:4]1[CH:3]=[C:2]([C:13]2[CH:18]=[CH:17][CH:16]=[CH:15][CH:14]=2)[CH:7]=[C:6]([N+:8]([O-:10])=[O:9])[CH:5]=1. (7) The reactants are [OH:1][C:2]([CH3:10])([C:6]([F:9])([F:8])[F:7])[C:3](N)=[O:4].P([O-])([O-])([O-])=[O:12]. No catalyst specified. The product is [OH:1][C:2]([CH3:10])([C:6]([F:9])([F:8])[F:7])[C:3]([OH:12])=[O:4]. The yield is 0.0200. (8) The reactants are C1(P(C2C=CC=CC=2)C2C=CC=CC=2)C=CC=CC=1.[NH2:20][C:21]1[C:22]([C:26]2[N:27]([C:46]3[CH:51]=[CH:50][C:49]([OH:52])=[CH:48][CH:47]=3)[C:28]3[CH:33]=[C:32]([O:34][C:35]4[CH:36]=[C:37]([NH:41][C:42](=[O:44])[CH3:43])[CH:38]=[CH:39][CH:40]=4)[N:31]=[CH:30][C:29]=3[N:45]=2)=[N:23][O:24][N:25]=1.C([NH:60][CH2:61][CH2:62]O)(OC(C)(C)C)=O.O. The catalyst is O1CCOCC1. The product is [NH2:60][CH2:61][CH2:62][O:52][C:49]1[CH:50]=[CH:51][C:46]([N:27]2[C:28]3[CH:33]=[C:32]([O:34][C:35]4[CH:36]=[C:37]([NH:41][C:42](=[O:44])[CH3:43])[CH:38]=[CH:39][CH:40]=4)[N:31]=[CH:30][C:29]=3[N:45]=[C:26]2[C:22]2[C:21]([NH2:20])=[N:25][O:24][N:23]=2)=[CH:47][CH:48]=1. The yield is 0.160. (9) The reactants are [CH3:1][O:2][C:3]1[C:8]([NH2:9])=[C:7]([O:10][CH3:11])[N:6]=[C:5]([NH:12][CH2:13][CH2:14][CH2:15][N:16]2[CH2:21][CH2:20][O:19][CH2:18][CH2:17]2)[N:4]=1.C[Al](C)C.[C:26]([C:30]1[CH:31]=[C:32]([CH:44]=[CH:45][CH:46]=1)[O:33][C:34]1[O:35][CH:36]=[C:37]([C:39](OCC)=[O:40])[N:38]=1)([CH3:29])([CH3:28])[CH3:27]. The catalyst is ClCCl. The product is [C:26]([C:30]1[CH:31]=[C:32]([CH:44]=[CH:45][CH:46]=1)[O:33][C:34]1[O:35][CH:36]=[C:37]([C:39]([NH:9][C:8]2[C:7]([O:10][CH3:11])=[N:6][C:5]([NH:12][CH2:13][CH2:14][CH2:15][N:16]3[CH2:21][CH2:20][O:19][CH2:18][CH2:17]3)=[N:4][C:3]=2[O:2][CH3:1])=[O:40])[N:38]=1)([CH3:29])([CH3:27])[CH3:28]. The yield is 0.320.